From a dataset of Drug-target binding data from BindingDB using IC50 measurements. Regression. Given a target protein amino acid sequence and a drug SMILES string, predict the binding affinity score between them. We predict pIC50 (pIC50 = -log10(IC50 in M); higher means more potent). Dataset: bindingdb_ic50. (1) The small molecule is CSC(C)(C)[C@@H]1NC(=O)[C@@H]2CCCN2C(=O)[C@@H](CC(=O)O)NC(=O)[C@H](Cc2c(C#N)[nH]c3ccccc23)NC(=O)[C@@H](C(C)C)NC1=O. The target protein (P35463) has sequence MQPLRSLCGRALVALIFACGVAGVQSEERGFPPAGATPPALRTGEIVAPPTKTFWPRGSNASLPRSSSPPQMPKGGRMAGPPARTLTPPPCEGPIEIKDTFKYINTVVSCLVFVLGIIGNSTLLRIIYKNKCMRNGPNILIASLALGDLLHIIIDIPINVYKLLAEDWPFGVEMCKLVPFIQKASVGITVLSLCALSIDRYRAVASWSRIKGIGVPKWTAVEIVLIWVVSVVLAVPEALGFDMITTDYKGNRLRICLLHPTQKTAFMQFYKTAKDWWLFSFYFCLPLAITAFFYTLMTCEMLRKKSGMQIALNDHLKQRREVAKTVFCLVLVFALCWLPLHLSRILKLTLYDQNDSNRCELLSFLLVLDYIGINMASLNSCINPIALYLVSKRFKNCFKSCLCCWCQSFEEKQSLEEKQSCLKFKANDHGYDNFRSSNKYSSS. The pIC50 is 7.7. (2) The drug is CNC(=O)C1(NC(=O)CCCOc2ccc(Cl)cc2Cl)Cc2ccccc2C1. The target protein (P34948) has sequence MSSEKLFRIQCGYQNYDWGKIGSSSAVAQFVHNSDPSITIDETKPYAELWMGTHPSVPSKAIDLNNQTLRDLVTAKPQEYLGESIITKFGSSKELPFLFKVLSIEKVLSIQAHPDKKLGAQLHAADPKNYPDDNHKPEMAIAVTDFEGFCGFKPLDQLAKTLATVPELNEIIGQELVDEFISGIKLPAEVGSQDDVNNRKLLQKVFGKLMNTDDDVIKQQTAKLLERTDREPQVFKDIDSRLPELIQRLNKQFPNDIGLFCGCLLLNHVGLNKGEAMFLQAKDPHAYISGDIIECMAASDNVVRAGFTPKFKDVKNLVEMLTYSYESVEKQKMPLQEFPRSKGDAVKSVLYDPPIAEFSVLQTIFDKSKGGKQVIEGLNGPSIVIATNGKGTIQITGDDSTKQKIDTGYVFFVAPGSSIELTADSANQDQDFTTYRAFVEA. The pIC50 is 4.5. (3) The small molecule is CC(=O)Nc1c(N=C(N)N)cc(C(=O)O)cc1[C@H](O)[C@H](O)CO. The target protein sequence is MKTIIALSYILCLVFAQKLPGNDNSTATLCLGHHAVPNGTLVKTITNDQIEVTNATELVQSSSTGRICGSPHRILDGKNCTLIDALLGDPHCDGFQNKEWDLFVERSKAYSNCYPYDVPDYASLRSLVASSGTLEFINEDFNWTGVAQDGGSYACKRGSVNSFFSRLNWLHKLEYKYPALNVTMPNNGKFDKLYIWGVHHPSTDSDQTSLYVRASGRVTVSTKRSQQTVTPNIGSRPWVRGQSSRISIYWTIVKPGDILLINSTGNLIAPRGYFKIRNGKSSIMRSDAPIGNCSSECITPNGSIPNDKPFQNVNRITYGACPRYVKQNTLKLATGMRNVPEKQTRGIFGAIAGFIENGWEGMV. The pIC50 is 4.0. (4) The compound is C=C1C(=O)S[C@H](CCCCCCCCCCC)[C@H]1C(=O)O. The target protein (P12785) has sequence MEEVVIAGMSGKLPESENLQEFWANLIGGVDMVTDDDRRWKAGLYGLPKRSGKLKDLSKFDASFFGVHPKQAHTMDPQLRLLLEVSYEAIVDGGINPASLRGTNTGVWVGVSGSEASEALSRDPETLLGYSMVGCQRAMMANRLSFFFDFKGPSIALDTACSSSLLALQNAYQAIRSGECPAAIVGGINLLLKPNTSVQFMKLGMLSPDGTCRSFDDSGNGYCRAEAVVAVLLTKKSLARRVYATILNAGTNTDGCKEQGVTFPSGEAQEQLIRSLYQPGGVAPESLEYIEAHGTGTKVGDPQELNGITRSLCAFRQSPLLIGSTKSNMGHPEPASGLAALTKVLLSLENGVWAPNLHFHNPNPEIPALLDGRLQVVDRPLPVRGGIVGINSFGFGGANVHVILQPNTQQAPAPAPHAALPHLLHASGRTMEAVQGLLEQGRQHSQDLAFVSMLNDIAATPTAAMPFRGYTVLGVEGHVQEVQQVPASQRPLWFICSGMG.... The pIC50 is 6.1. (5) The small molecule is COc1ccc(NC(=O)c2c(NC(=O)CNCc3ccco3)sc3c2CCC3)c(OC)c1. The target protein (Q92560) has sequence MNKGWLELESDPGLFTLLVEDFGVKGVQVEEIYDLQSKCQGPVYGFIFLFKWIEERRSRRKVSTLVDDTSVIDDDIVNNMFFAHQLIPNSCATHALLSVLLNCSSVDLGPTLSRMKDFTKGFSPESKGYAIGNAPELAKAHNSHARPEPRHLPEKQNGLSAVRTMEAFHFVSYVPITGRLFELDGLKVYPIDHGPWGEDEEWTDKARRVIMERIGLATAGEPYHDIRFNLMAVVPDRRIKYEARLHVLKVNRQTVLEALQQLIRVTQPELIQTHKSQESQLPEESKSASNKSPLVLEANRAPAASEGNHTDGAEEAAGSCAQAPSHSPPNKPKLVVKPPGSSLNGVHPNPTPIVQRLPAFLDNHNYAKSPMQEEEDLAAGVGRSRVPVRPPQQYSDDEDDYEDDEEDDVQNTNSALRYKGKGTGKPGALSGSADGQLSVLQPNTINVLAEKLKESQKDLSIPLSIKTSSGAGSPAVAVPTHSQPSPTPSNESTDTASEIG.... The pIC50 is 4.5. (6) The compound is CC(C)c1n[nH]c(O[C@@H]2O[C@H](CO)[C@@H](O)[C@H](O)[C@H]2O)c1Cc1ccc(CCCC(=O)NCCO)cc1. The target protein (P31639) has sequence MEEHTEAGSAPEMGAQKALIDNPADILVIAAYFLLVIGVGLWSMCRTNRGTVGGYFLAGRSMVWWPVGASLFASNIGSGHFVGLAGTGAASGLAVAGFEWNALFVVLLLGWLFAPVYLTAGVITMPQYLRKRFGGRRIRLYLSVLSLFLYIFTKISVDMFSGAVFIQQALGWNIYASVIALLGITMIYTVTGGLAALMYTDTVQTFVILGGACILMGYAFHEVGGYSGLFDKYLGAATSLTVSEDPAVGNISSFCYRPRPDSYHLLRHPVTGDLPWPALLLGLTIVSGWYWCSDQVIVQRCLAGKSLTHIKAGCILCGYLKLTPMFLMVMPGMISRILYPDEVACVVPEVCRRVCGTEVGCSNIAYPRLVVKLMPNGLRGLMLAVMLAALMSSLASIFNSSSTLFTMDIYTRLRPRAGDRELLLVGRLWVVFIVVVSVAWLPVVQAAQGGQLFDYIQAVSSYLAPPVSAVFVLALFVPRVNEQGAFWGLIGGLLMGLARL.... The pIC50 is 6.2. (7) The drug is COCCOc1cc2ncnc(Nc3ccc(F)c([N+](=O)[O-])c3)c2c2c1OCCO2. The target protein sequence is MRPSGTAGAALLALLAALCPASRALEEKKVCQGTSNKLTQLGTFEDHFLSLQRMFNNCEVVLGNLEITYVQRNYDLSFLKTIQEVAGYVLIALNTVERIPLENLQIIRGNMYYENSYALAVLSNYDANKTGLKELPMRNLQEILHGAVRFSNNPALCNVESIQWRDIVSSDFLSNMSMDFQNHLGSCQKCDPSCPNGSCWGAGEENCQKLTKIICAQQCSGRCRGKSPSDCCHNQCAAGCTGPRESDCLVCRKFRDEATCKDTCPPLMLYNPTTYQMDVNPEGKYSFGATCVKKCPRNYVVTDHGSCVRACGADSYEMEEDGVRKCKKCEGPCRKVCNGIGIGEFKDSLSINATNIKHFKNCTSISGDLHILPVAFRGDSFTHTPPLDPQELDILKTVKEITGFLLIQAWPENRTDLHAFENLEIIRGRTKQHGQFSLAVVSLNITSLGLRSLKEISDGDVIISGNKNLCYANTINWKKLFGTSGQKTKIISNRGENSCK.... The pIC50 is 6.0. (8) The drug is COc1ccc2nc(N[C@@H](c3cccs3)P(=O)(OC)OC)sc2c1. The target protein (Q99714) has sequence MAAACRSVKGLVAVITGGASGLGLATAERLVGQGASAVLLDLPNSGGEAQAKKLGNNCVFAPADVTSEKDVQTALALAKGKFGRVDVAVNCAGIAVASKTYNLKKGQTHTLEDFQRVLDVNLMGTFNVIRLVAGEMGQNEPDQGGQRGVIINTASVAAFEGQVGQAAYSASKGGIVGMTLPIARDLAPIGIRVMTIAPGLFGTPLLTSLPEKVCNFLASQVPFPSRLGDPAEYAHLVQAIIENPFLNGEVIRLDGAIRMQP. The pIC50 is 3.9. (9) The drug is CNC(=O)NCCc1cccc2ccccc12. The target protein (P48039) has sequence MQGNGSALPNASQPVLRGDGARPSWLASALACVLIFTIVVDILGNLLVILSVYRNKKLRNAGNIFVVSLAVADLVVAIYPYPLVLMSIFNNGWNLGYLHCQVSGFLMGLSVIGSIFNITGIAINRYCYICHSLKYDKLYSSKNSLCYVLLIWLLTLAAVLPNLRAGTLQYDPRIYSCTFAQSVSSAYTIAVVVFHFLVPMIIVIFCYLRIWILVLQVRQRVKPDRKPKLKPQDFRNFVTMFVVFVLFAICWAPLNFIGLAVASDPASMVPRIPEWLFVASYYMAYFNSCLNAIIYGLLNQNFRKEYRRIIVSLCTARVFFVDSSNDVADRVKWKPSPLMTNNNVVKVDSV. The pIC50 is 6.5. (10) The compound is N=C(N)NN=Cc1ccnc(C(=N)N)c1. The target protein (P36633) has sequence MCLAFGWAAVILVLQTVDTASAVRTPYDKARVFADLSPQEIKAVHSFLMNREELGLQPSKEPTLAKNSVFLIEMLLPKKKHVLKFLDEGRKGPNREARAVIFFGAQDYPNVTEFAVGPLPRPYYIRALSPRPGHHLSWSSRPISTAEYDLLYHTLKRATMPLHQFFLDTTGFSFLGCDDRCLTFTDVAPRGVASGQRRSWFIVQRYVEGYFLHPTGLEILLDHGSTDVQDWRVEQLWYNGKFYNNPEELARKYAVGEVDTVVLEDPLPNGTEKPPLFSSYKPRGEFHTPVNVAGPHVVQPSGPRYKLEGNTVLYGGWSFSYRLRSSSGLQIFNVLFGGERVAYEVSVQEAVALYGGHTPAGMQTKYIDVGWGLGSVTHELAPGIDCPETATFLDAFHYYDSDGPVHYPHALCLFEMPTGVPLRRHFNSNFKGGFNFYAGLKGYVLVLRTTSTVYNYDYIWDFIFYSNGVMEAKMHATGYVHATFYTPEGLRHGTRLQTHL.... The pIC50 is 5.5.